This data is from Forward reaction prediction with 1.9M reactions from USPTO patents (1976-2016). The task is: Predict the product of the given reaction. The product is: [CH2:21]1[CH:25]2[CH2:26][N:27]([CH2:1][C:3]3[CH:4]=[CH:5][C:6]([C:9]4[C:17]5[C:12](=[CH:13][CH:14]=[C:15]([C:18]#[N:19])[CH:16]=5)[NH:11][C:10]=4[OH:20])=[N:7][CH:8]=3)[CH2:28][CH:24]2[CH2:23][O:22]1. Given the reactants [CH:1]([C:3]1[CH:4]=[CH:5][C:6]([C:9]2[C:17]3[C:12](=[CH:13][CH:14]=[C:15]([C:18]#[N:19])[CH:16]=3)[NH:11][C:10]=2[OH:20])=[N:7][CH:8]=1)=O.[CH2:21]1[CH:25]2[CH2:26][NH:27][CH2:28][CH:24]2[CH2:23][O:22]1.C(O[BH-](OC(=O)C)OC(=O)C)(=O)C.[Na+], predict the reaction product.